This data is from Catalyst prediction with 721,799 reactions and 888 catalyst types from USPTO. The task is: Predict which catalyst facilitates the given reaction. Reactant: Cl[C:2]1[C:11]2[C:6](=[CH:7][C:8]([C:12]([N:14]3[CH2:17][CH2:16][CH2:15]3)=[O:13])=[CH:9][CH:10]=2)[N:5]=[CH:4][N:3]=1.[NH2:18][CH2:19][C:20]1[CH:21]=[C:22]([CH:26]=[CH:27][CH:28]=1)[C:23]([NH2:25])=[NH:24].C(N(C(C)C)CC)(C)C. Product: [N:14]1([C:12]([C:8]2[CH:7]=[C:6]3[C:11]([C:2]([NH:18][CH2:19][C:20]4[CH:21]=[C:22]([CH:26]=[CH:27][CH:28]=4)[C:23]([NH2:25])=[NH:24])=[N:3][CH:4]=[N:5]3)=[CH:10][CH:9]=2)=[O:13])[CH2:17][CH2:16][CH2:15]1. The catalyst class is: 9.